The task is: Predict the reaction yield, written as a fraction of the theoretical maximum amount of product (1.0 means a 100% yield; for example, 0.34 means a 34% yield).. This data is from Reaction yield outcomes from USPTO patents with 853,638 reactions. The reactants are [NH2:1][C:2]1[CH:3]=[N:4][C:5]2[C:10]([C:11]=1[NH:12][CH2:13][C:14]([CH3:17])([OH:16])[CH3:15])=[CH:9][CH:8]=[CH:7][CH:6]=2.[C:18](Cl)(=O)[CH2:19][CH2:20][CH2:21][CH2:22][CH3:23]. The catalyst is ClCCl. The product is [CH3:15][C:14]([OH:16])([CH3:17])[CH2:13][N:12]1[C:11]2[C:10]3[CH:9]=[CH:8][CH:7]=[CH:6][C:5]=3[N:4]=[CH:3][C:2]=2[N:1]=[C:18]1[CH2:19][CH2:20][CH2:21][CH2:22][CH3:23]. The yield is 0.890.